This data is from Full USPTO retrosynthesis dataset with 1.9M reactions from patents (1976-2016). The task is: Predict the reactants needed to synthesize the given product. The reactants are: N.[C:2]1([CH3:12])[CH:7]=[CH:6][C:5](S(O)(=O)=O)=CC=1.[NH2:13][CH:14]([C:17]#[N:18])[C:15]#[N:16].C(OC)(OC)(OC)CCCC.[CH2:30]([NH2:34])[CH:31]([CH3:33])[CH3:32]. Given the product [NH2:16][C:15]1[N:34]([CH2:30][CH:31]([CH3:33])[CH3:32])[C:5]([CH2:6][CH2:7][CH2:2][CH3:12])=[N:13][C:14]=1[C:17]#[N:18], predict the reactants needed to synthesize it.